Predict the reaction yield, written as a fraction of the theoretical maximum amount of product (1.0 means a 100% yield; for example, 0.34 means a 34% yield). From a dataset of Reaction yield outcomes from USPTO patents with 853,638 reactions. (1) The reactants are [CH:1]1([C:7]2[CH:13]=[CH:12][C:10]([NH2:11])=[CH:9][CH:8]=2)[CH2:6][CH2:5][CH2:4][CH2:3][CH2:2]1.[N:14]([O-])=O.[Na+].C([O-])(=O)C.[Na+].[C:23]([CH2:26][C:27](=[O:29])[CH3:28])(=[O:25])[CH3:24]. The catalyst is C(O)(=O)C.Cl.O.C(O)C. The product is [CH:1]1([C:7]2[CH:8]=[CH:9][C:10]([NH:11][N:14]=[C:26]([C:27](=[O:29])[CH3:28])[C:23](=[O:25])[CH3:24])=[CH:12][CH:13]=2)[CH2:2][CH2:3][CH2:4][CH2:5][CH2:6]1. The yield is 0.510. (2) The reactants are [Si:1]([O:8][CH2:9][C@@H:10]1[CH2:14][C:13](/[CH:15]=[CH:16]/[CH3:17])=[CH:12][N:11]1[C:18]([C:20]1[CH:25]=[C:24]([O:26][CH3:27])[C:23]([O:28][Si:29]([CH:36]([CH3:38])[CH3:37])([CH:33]([CH3:35])[CH3:34])[CH:30]([CH3:32])[CH3:31])=[CH:22][C:21]=1[N+:39]([O-])=O)=[O:19])([C:4]([CH3:7])([CH3:6])[CH3:5])([CH3:3])[CH3:2]. The catalyst is [Zn].C(O)=O.C(O)C. The product is [NH2:39][C:21]1[CH:22]=[C:23]([O:28][Si:29]([CH:33]([CH3:34])[CH3:35])([CH:36]([CH3:38])[CH3:37])[CH:30]([CH3:32])[CH3:31])[C:24]([O:26][CH3:27])=[CH:25][C:20]=1[C:18]([N:11]1[CH:12]=[C:13](/[CH:15]=[CH:16]/[CH3:17])[CH2:14][C@H:10]1[CH2:9][O:8][Si:1]([C:4]([CH3:7])([CH3:6])[CH3:5])([CH3:2])[CH3:3])=[O:19]. The yield is 0.690. (3) The reactants are [F:1][C:2]1[CH:25]=[CH:24][CH:23]=[C:22]([F:26])[C:3]=1[C:4]([NH:6][C:7]1[CH:12]=[CH:11][C:10](B2OC(C)(C)C(C)(C)O2)=[CH:9][CH:8]=1)=[O:5].[CH3:27][O:28][C:29](=[O:38])[C:30]1[CH:35]=[CH:34][C:33]([CH3:36])=[C:32](Br)[CH:31]=1.C([O-])([O-])=O.[K+].[K+]. The catalyst is CN1CCCC1=O. The product is [CH3:27][O:28][C:29]([C:30]1[CH:31]=[C:32]([C:10]2[CH:9]=[CH:8][C:7]([NH:6][C:4](=[O:5])[C:3]3[C:22]([F:26])=[CH:23][CH:24]=[CH:25][C:2]=3[F:1])=[CH:12][CH:11]=2)[C:33]([CH3:36])=[CH:34][CH:35]=1)=[O:38]. The yield is 0.750. (4) The reactants are [Cl:1][C:2]1[CH:10]=[C:9]2[C:5]([C:6]([C:11]3[N:12]=[C:13]4[C:19]([C:20](O)=[O:21])=[CH:18][N:17]([CH2:23][O:24][CH2:25][CH2:26][Si:27]([CH3:30])([CH3:29])[CH3:28])[C:14]4=[N:15][CH:16]=3)=[N:7][NH:8]2)=[C:4]([F:31])[CH:3]=1.F[B-](F)(F)F.[N:37]1(OC(N(C)C)=[N+](C)C)[C:41]2[CH:42]=CC=C[C:40]=2N=N1.C(N(CC)C(C)C)(C)C.C(N)(C)C. The catalyst is C(#N)C.C(OCC)(=O)C.O. The product is [CH:41]([NH:37][C:20]([C:19]1[C:13]2[C:14](=[N:15][CH:16]=[C:11]([C:6]3[C:5]4[C:9](=[CH:10][C:2]([Cl:1])=[CH:3][C:4]=4[F:31])[NH:8][N:7]=3)[N:12]=2)[N:17]([CH2:23][O:24][CH2:25][CH2:26][Si:27]([CH3:29])([CH3:28])[CH3:30])[CH:18]=1)=[O:21])([CH3:42])[CH3:40]. The yield is 0.510. (5) The reactants are [Cl:1][C:2]1[CH:3]=[C:4]([CH:9]2[C:18]3[C:13](=[CH:14][C:15]([C:20]4[CH:28]=[CH:27][C:23]([C:24]([NH2:26])=[O:25])=[CH:22][CH:21]=4)=[C:16]([F:19])[CH:17]=3)[CH2:12][NH:11][CH2:10]2)[CH:5]=[CH:6][C:7]=1[Cl:8].[C:29]([OH:38])(=[O:37])[C@@H:30]([C@H:32]([C:34]([OH:36])=[O:35])[OH:33])[OH:31]. The catalyst is C(#N)C.O. The product is [C:34]([C@@H:32]([C@H:30]([C:29]([OH:38])=[O:37])[OH:31])[OH:33])([OH:36])=[O:35].[Cl:1][C:2]1[CH:3]=[C:4]([CH:9]2[C:18]3[C:13](=[CH:14][C:15]([C:20]4[CH:28]=[CH:27][C:23]([C:24]([NH2:26])=[O:25])=[CH:22][CH:21]=4)=[C:16]([F:19])[CH:17]=3)[CH2:12][NH:11][CH2:10]2)[CH:5]=[CH:6][C:7]=1[Cl:8]. The yield is 1.00. (6) The reactants are C(Cl)Cl.B(Cl)(Cl)Cl.[CH:8]1([C:11]2[CH:16]=[CH:15][C:14]([C:17]([C:19]3[S:20][C:21]([CH3:26])=[CH:22][C:23]=3[O:24]C)=[O:18])=[CH:13][CH:12]=2)[CH2:10][CH2:9]1.O. The yield is 0.900. The product is [CH:8]1([C:11]2[CH:12]=[CH:13][C:14]([C:17]([C:19]3[S:20][C:21]([CH3:26])=[CH:22][C:23]=3[OH:24])=[O:18])=[CH:15][CH:16]=2)[CH2:9][CH2:10]1. The catalyst is C(Cl)Cl. (7) The reactants are [N:1]1([C:7]([O:9][C:10]([CH3:13])([CH3:12])[CH3:11])=[O:8])[CH2:6][CH2:5][CH2:4][CH2:3][CH2:2]1.CN(C)CCN(C)C.CC(C)C[Li].[O:27]=[C:28]1[CH2:31][N:30]([C:32]([O:34][CH2:35][C:36]2[CH:41]=[CH:40][CH:39]=[CH:38][CH:37]=2)=[O:33])[CH2:29]1. The catalyst is C(OCC)C. The product is [OH:27][C:28]1([CH:2]2[CH2:3][CH2:4][CH2:5][CH2:6][N:1]2[C:7]([O:9][C:10]([CH3:13])([CH3:12])[CH3:11])=[O:8])[CH2:29][N:30]([C:32]([O:34][CH2:35][C:36]2[CH:41]=[CH:40][CH:39]=[CH:38][CH:37]=2)=[O:33])[CH2:31]1. The yield is 0.130. (8) The reactants are [O:1]([C:8]1[CH:13]=[CH:12][C:11]([C:14]2[N:22]=[C:21]([CH:23]3[CH2:28][CH2:27][NH:26][CH2:25][CH2:24]3)[CH:20]=[CH:19][C:15]=2[C:16]([NH2:18])=[O:17])=[CH:10][CH:9]=1)[C:2]1[CH:7]=[CH:6][CH:5]=[CH:4][CH:3]=1.Cl[CH2:30][CH2:31][S:32](Cl)(=[O:34])=[O:33].O. The catalyst is C(Cl)Cl. The product is [O:1]([C:8]1[CH:9]=[CH:10][C:11]([C:14]2[N:22]=[C:21]([CH:23]3[CH2:28][CH2:27][N:26]([S:32]([CH:31]=[CH2:30])(=[O:34])=[O:33])[CH2:25][CH2:24]3)[CH:20]=[CH:19][C:15]=2[C:16]([NH2:18])=[O:17])=[CH:12][CH:13]=1)[C:2]1[CH:7]=[CH:6][CH:5]=[CH:4][CH:3]=1. The yield is 0.160.